From a dataset of Forward reaction prediction with 1.9M reactions from USPTO patents (1976-2016). Predict the product of the given reaction. (1) Given the reactants Br[CH2:2][C@H:3]([C:5]1[CH:10]=[CH:9][C:8]([F:11])=[CH:7][CH:6]=1)[OH:4].[OH-].[Na+], predict the reaction product. The product is: [F:11][C:8]1[CH:9]=[CH:10][C:5]([C@H:3]2[CH2:2][O:4]2)=[CH:6][CH:7]=1. (2) Given the reactants [CH2:1]([O:8][C:9](=[O:14])[C@H:10]([CH2:12][OH:13])[NH2:11])[C:2]1[CH:7]=[CH:6][CH:5]=[CH:4][CH:3]=1.[C:15]([O:23][C@H:24]([CH2:29][CH2:30][CH2:31][CH2:32][CH2:33][CH2:34][CH2:35][CH2:36][CH2:37][CH2:38][CH3:39])[CH2:25][C:26](O)=[O:27])(=[O:22])[CH2:16][CH2:17][CH2:18][CH2:19][CH2:20][CH3:21].C(Cl)CCl.CI, predict the reaction product. The product is: [CH2:1]([O:8][C:9](=[O:14])[C@H:10]([CH2:12][OH:13])[NH:11][C:26](=[O:27])[CH2:25][C@H:24]([O:23][C:15](=[O:22])[CH2:16][CH2:17][CH2:18][CH2:19][CH2:20][CH3:21])[CH2:29][CH2:30][CH2:31][CH2:32][CH2:33][CH2:34][CH2:35][CH2:36][CH2:37][CH2:38][CH3:39])[C:2]1[CH:7]=[CH:6][CH:5]=[CH:4][CH:3]=1. (3) Given the reactants N1C2C(=CC=CC=2)C=CC=1.[Br:11][C:12]1[C:16]2[S:17][C:18](C(O)=O)=[C:19]([CH2:20][CH2:21][CH2:22][CH2:23][CH2:24][CH3:25])[C:15]=2[S:14][CH:13]=1, predict the reaction product. The product is: [Br:11][C:12]1[C:16]2[S:17][CH:18]=[C:19]([CH2:20][CH2:21][CH2:22][CH2:23][CH2:24][CH3:25])[C:15]=2[S:14][CH:13]=1. (4) Given the reactants C[C:2]1[C:3]([CH2:11][O:12][C:13]2[C:18]([CH:19]3[CH2:22][CH2:21][CH2:20]3)=[CH:17][CH:16]=[C:15]([C:23]3[CH:24]=[N:25][C:26]([NH2:29])=[CH:27][CH:28]=3)[C:14]=2[F:30])=[CH:4][CH:5]=[C:6]([CH:10]=1)[C:7]([O-:9])=[O:8].[OH-].[K+].C1COCC1, predict the reaction product. The product is: [NH2:29][C:26]1[N:25]=[CH:24][C:23]([C:15]2[C:14]([F:30])=[C:13]([C:18]([CH:19]3[CH2:20][CH2:21][CH2:22]3)=[CH:17][CH:16]=2)[O:12][CH2:11][C:3]2[CH:4]=[CH:5][C:6]([C:7]([OH:9])=[O:8])=[CH:10][CH:2]=2)=[CH:28][CH:27]=1. (5) Given the reactants [CH3:1][C:2]1[CH:7]=[CH:6][N:5]([C:8]2[CH:13]=[CH:12][C:11]([N:14]3[CH2:19][CH2:18][NH:17][CH2:16][CH2:15]3)=[CH:10][CH:9]=2)[C:4](=[O:20])[CH:3]=1.CC1C=CC(S(O[CH2:32][CH2:33][CH2:34][C:35]2[C:43]3[C:38](=[CH:39][CH:40]=[C:41]([O:44][CH3:45])[CH:42]=3)[NH:37][CH:36]=2)(=O)=O)=CC=1.C(=O)([O-])[O-].[K+].[K+].[I-].[K+], predict the reaction product. The product is: [CH3:45][O:44][C:41]1[CH:42]=[C:43]2[C:38](=[CH:39][CH:40]=1)[NH:37][CH:36]=[C:35]2[CH2:34][CH2:33][CH2:32][N:17]1[CH2:16][CH2:15][N:14]([C:11]2[CH:10]=[CH:9][C:8]([N:5]3[CH:6]=[CH:7][C:2]([CH3:1])=[CH:3][C:4]3=[O:20])=[CH:13][CH:12]=2)[CH2:19][CH2:18]1. (6) Given the reactants [CH3:1][O:2][C:3]1[CH:41]=[CH:40][C:6]([CH2:7][N:8]2[C:12]3=[N:13][CH:14]=[CH:15][C:16]([O:17][C:18]4[CH:23]=[CH:22][C:21]([O:24][C:25]5[CH:30]=[CH:29][CH:28]=[CH:27][CH:26]=5)=[CH:20][CH:19]=4)=[C:11]3[C:10]([NH:31][C:32]3[CH:37]=[CH:36][N:35]=[C:34]([C:38]#[N:39])[CH:33]=3)=[N:9]2)=[CH:5][CH:4]=1.[OH-:42].[Na+], predict the reaction product. The product is: [CH3:1][O:2][C:3]1[CH:4]=[CH:5][C:6]([CH2:7][N:8]2[C:12]3=[N:13][CH:14]=[CH:15][C:16]([O:17][C:18]4[CH:19]=[CH:20][C:21]([O:24][C:25]5[CH:30]=[CH:29][CH:28]=[CH:27][CH:26]=5)=[CH:22][CH:23]=4)=[C:11]3[C:10]([NH:31][C:32]3[CH:37]=[CH:36][N:35]=[C:34]([C:38]([NH2:39])=[O:42])[CH:33]=3)=[N:9]2)=[CH:40][CH:41]=1. (7) The product is: [CH3:14][C:4]1[CH:5]=[C:6]([NH:8][C:9]2[NH:13][N:12]=[CH:11][CH:10]=2)[N:7]=[C:2]([N:25]2[CH2:26][CH2:27][CH2:28][C@@H:23]([NH:22][C:20](=[O:21])[O:19][C:15]([CH3:17])([CH3:16])[CH3:18])[CH2:24]2)[N:3]=1. Given the reactants Cl[C:2]1[N:7]=[C:6]([NH:8][C:9]2[NH:13][N:12]=[CH:11][CH:10]=2)[CH:5]=[C:4]([CH3:14])[N:3]=1.[C:15]([O:19][C:20]([NH:22][C@@H:23]1[CH2:28][CH2:27][CH2:26][NH:25][CH2:24]1)=[O:21])([CH3:18])([CH3:17])[CH3:16].CCN(C(C)C)C(C)C, predict the reaction product. (8) Given the reactants [CH3:1][O:2][C:3]1[CH:4]=[C:5]([CH:20]=[CH:21][C:22]=1[O:23][CH3:24])[C:6]([N:8]1[C:17]2[C:12](=[CH:13][CH:14]=[CH:15][CH:16]=2)[C@H:11](O)[CH2:10][C@@H:9]1[CH3:19])=[O:7].[NH:25]1[C:34]2[C:29](=[CH:30][C:31]([NH:35][C:36](=[O:40])[CH2:37][CH2:38][CH3:39])=[CH:32][CH:33]=2)[CH2:28][CH2:27][CH2:26]1, predict the reaction product. The product is: [CH3:1][O:2][C:3]1[CH:4]=[C:5]([CH:20]=[CH:21][C:22]=1[O:23][CH3:24])[C:6]([N:8]1[C:17]2[C:12](=[CH:13][CH:14]=[CH:15][CH:16]=2)[CH:11]([N:25]2[C:34]3[C:29](=[CH:30][C:31]([NH:35][C:36](=[O:40])[CH2:37][CH2:38][CH3:39])=[CH:32][CH:33]=3)[CH2:28][CH2:27][CH2:26]2)[CH2:10][CH:9]1[CH3:19])=[O:7]. (9) Given the reactants [C:1]([OH:18])(=[O:17])[CH2:2][CH2:3][CH2:4][CH2:5][CH2:6][CH2:7][CH2:8][CH2:9][CH2:10][CH2:11][CH2:12][CH2:13][CH2:14][CH2:15][CH3:16].[OH:19][CH2:20][CH:21]([CH2:23][OH:24])[OH:22].[C:25]([OH:34])(=[O:33])[CH2:26][CH2:27][CH2:28][CH2:29][C:30]([OH:32])=[O:31], predict the reaction product. The product is: [C:25]([OH:34])(=[O:33])[CH2:26][CH2:27][CH2:28][CH2:29][C:30]([OH:32])=[O:31].[OH:19][CH2:20][CH:21]([CH2:23][OH:24])[OH:22].[C:1]([OH:18])(=[O:17])[CH2:2][CH2:3][CH2:4][CH2:5][CH2:6][CH2:7][CH2:8][CH2:9][CH2:10][CH2:11][CH2:12][CH2:13][CH2:14][CH2:15][CH3:16]. (10) Given the reactants [F:1][CH:2]([F:29])[O:3][C:4]1[CH:5]=[C:6]([C:11]2[O:12][CH:13]=[C:14]([CH2:16][NH:17][C:18](=[O:28])[C:19]3[CH:24]=[CH:23][CH:22]=[CH:21][C:20]=3[O:25][CH2:26][CH3:27])[N:15]=2)[CH:7]=[CH:8][C:9]=1[OH:10].Br[CH2:31][CH2:32][CH3:33], predict the reaction product. The product is: [F:29][CH:2]([F:1])[O:3][C:4]1[CH:5]=[C:6]([C:11]2[O:12][CH:13]=[C:14]([CH2:16][NH:17][C:18](=[O:28])[C:19]3[CH:24]=[CH:23][CH:22]=[CH:21][C:20]=3[O:25][CH2:26][CH3:27])[N:15]=2)[CH:7]=[CH:8][C:9]=1[O:10][CH2:31][CH2:32][CH3:33].